From a dataset of Full USPTO retrosynthesis dataset with 1.9M reactions from patents (1976-2016). Predict the reactants needed to synthesize the given product. (1) Given the product [Br:1][C:2]1[C:7]([NH2:8])=[N:6][CH:5]=[C:4]([C:16]2[CH:21]=[CH:20][CH:19]=[C:18]([N:22]3[CH2:23][CH2:24][NH:25][CH2:26][CH2:27]3)[CH:17]=2)[C:3]=1[CH2:35][CH3:36], predict the reactants needed to synthesize it. The reactants are: [Br:1][C:2]1[C:3]([CH2:35][CH3:36])=[C:4]([C:16]2[CH:17]=[C:18]([N:22]3[CH2:27][CH2:26][N:25](C(OC(C)(C)C)=O)[CH2:24][CH2:23]3)[CH:19]=[CH:20][CH:21]=2)[CH:5]=[N:6][C:7]=1[NH:8]C(OC(C)(C)C)=O.Cl.CCOC(C)=O. (2) Given the product [F:2][C:3]1[CH:4]=[CH:5][C:6]([NH:9][C:10]([NH:11][N:12]=[C:23]2[C:22]3[C:17](=[CH:18][CH:19]=[C:20]([S:25][CH2:26][CH2:27][C:28]4[CH:37]=[CH:36][C:31]([C:32]([O:34][CH3:35])=[O:33])=[CH:30][CH:29]=4)[CH:21]=3)[N:16]([CH2:38][CH2:39][C:40]3[CH:45]=[CH:44][CH:43]=[CH:42][CH:41]=3)[C:15]2=[O:14])=[O:13])=[CH:7][CH:8]=1, predict the reactants needed to synthesize it. The reactants are: Cl.[F:2][C:3]1[CH:8]=[CH:7][C:6]([NH:9][C:10](=[O:13])[NH:11][NH2:12])=[CH:5][CH:4]=1.[O:14]=[C:15]1[C:23](=O)[C:22]2[C:17](=[CH:18][CH:19]=[C:20]([S:25][CH2:26][CH2:27][C:28]3[CH:37]=[CH:36][C:31]([C:32]([O:34][CH3:35])=[O:33])=[CH:30][CH:29]=3)[CH:21]=2)[N:16]1[CH2:38][CH2:39][C:40]1[CH:45]=[CH:44][CH:43]=[CH:42][CH:41]=1. (3) Given the product [C:41]([NH:2][C@H:3]1[C:12]2[C:7]3=[C:8]([C:13]4[N:14]([C:17]5[CH:18]=[C:19]([C:30]([O:32][CH3:33])=[O:31])[CH:20]=[CH:21][C:22]=5[C:23]=4[CH:24]4[CH2:29][CH2:28][CH2:27][CH2:26][CH2:25]4)[CH2:15][CH2:16][N:6]3[CH2:5][CH2:4]1)[CH:9]=[CH:10][CH:11]=2)(=[O:42])[CH3:43], predict the reactants needed to synthesize it. The reactants are: Cl.[NH2:2][C@H:3]1[C:12]2[C:7]3=[C:8]([C:13]4[N:14]([C:17]5[CH:18]=[C:19]([C:30]([O:32][CH3:33])=[O:31])[CH:20]=[CH:21][C:22]=5[C:23]=4[CH:24]4[CH2:29][CH2:28][CH2:27][CH2:26][CH2:25]4)[CH2:15][CH2:16][N:6]3[CH2:5][CH2:4]1)[CH:9]=[CH:10][CH:11]=2.CCN(CC)CC.[C:41](Cl)([CH3:43])=[O:42]. (4) Given the product [CH3:1][N:2]([CH3:3])[C:16](=[N:15][CH2:7][CH2:8][CH2:9][CH2:10][CH2:11][CH2:12][CH3:13])[CH3:17], predict the reactants needed to synthesize it. The reactants are: [CH3:1][N:2](C)[C:3](Cl)=O.[CH2:7]([NH:15][C:16](=O)[CH3:17])[CH2:8][CH2:9][CH2:10][CH2:11][CH2:12][CH2:13]C.[OH-].[Na+].C(=O)([O-])[O-].[Ca+2]. (5) Given the product [C:17]([O:16][C:14]([N:13]1[CH2:12][C:7]2[C:6](=[CH:11][CH:10]=[CH:9][CH:8]=2)[CH:5]1[CH2:4][C:3]([O:2][CH3:1])=[O:21])=[O:15])([CH3:18])([CH3:20])[CH3:19], predict the reactants needed to synthesize it. The reactants are: [CH3:1][O:2][C:3](=[O:21])[CH:4]=[CH:5][C:6]1[CH:11]=[CH:10][CH:9]=[CH:8][C:7]=1[CH2:12][NH:13][C:14]([O:16][C:17]([CH3:20])([CH3:19])[CH3:18])=[O:15].C(O)(C(F)(F)F)=O.CCN(C(C)C)C(C)C.C(OC(OC(C)(C)C)=O)(OC(C)(C)C)=O. (6) The reactants are: Cl.[NH2:2][C@H:3]([CH2:10][C:11]1[CH:16]=[CH:15][C:14]([C:17]2[CH:22]=[CH:21][CH:20]=[C:19]([Cl:23])[CH:18]=2)=[CH:13][CH:12]=1)[CH2:4][C:5]([O:7][CH2:8][CH3:9])=[O:6].[CH2:24]([O:26][C:27]([NH:29][CH2:30][C:31](O)=[O:32])=[O:28])[CH3:25].CCN=C=NCCCN(C)C.Cl.CCN(C(C)C)C(C)C.C1C=NC2N(O)N=NC=2C=1. Given the product [Cl:23][C:19]1[CH:18]=[C:17]([C:14]2[CH:15]=[CH:16][C:11]([CH2:10][C@@H:3]([NH:2][C:31](=[O:32])[CH2:30][NH:29][C:27]([O:26][CH2:24][CH3:25])=[O:28])[CH2:4][C:5]([O:7][CH2:8][CH3:9])=[O:6])=[CH:12][CH:13]=2)[CH:22]=[CH:21][CH:20]=1, predict the reactants needed to synthesize it. (7) Given the product [CH2:20]([O:22][C:23](=[O:35])[C@@H:24]([O:33][CH3:34])[CH2:25][C:26]1[CH:27]=[CH:28][C:29]([O:32][CH2:39][CH2:38][CH2:37][Br:36])=[CH:30][CH:31]=1)[CH3:21], predict the reactants needed to synthesize it. The reactants are: C1(P(C2C=CC=CC=2)C2C=CC=CC=2)C=CC=CC=1.[CH2:20]([O:22][C:23](=[O:35])[C@@H:24]([O:33][CH3:34])[CH2:25][C:26]1[CH:31]=[CH:30][C:29]([OH:32])=[CH:28][CH:27]=1)[CH3:21].[Br:36][CH2:37][CH2:38][CH2:39]O.